This data is from Catalyst prediction with 721,799 reactions and 888 catalyst types from USPTO. The task is: Predict which catalyst facilitates the given reaction. (1) Reactant: O=C1[N:6]([CH2:7][CH2:8]NS(C)(=O)=O)[C@:5]2([CH2:22][C@@H:21]3[N:16]([CH2:17][CH2:18][C:19]4[C:25]5[CH:26]=[CH:27][CH:28]=[CH:29][C:24]=5[O:23][C:20]=43)[CH2:15][CH2:14]2)CN1.NCC[NH:33][S:34]([CH3:37])(=[O:36])=[O:35].C[Si]([C:42]#[N:43])(C)C.[ClH:44]. Product: [ClH:44].[ClH:44].[C:42]([CH:14]1[C@@H:15]2[N:16]([CH2:17][CH2:18][C:19]3[C:25]4[CH:26]=[CH:27][CH:28]=[CH:29][C:24]=4[O:23][C:20]=32)[CH2:21][CH2:22][C@H:5]1[NH:6][CH2:7][CH2:8][CH2:37][S:34]([NH2:33])(=[O:36])=[O:35])#[N:43]. The catalyst class is: 6. (2) Reactant: [Cl:1][S:2]([OH:5])(=O)=[O:3].[C:6]1([N:12]2[CH2:16][CH2:15][O:14][C:13]2=[O:17])[CH:11]=[CH:10][CH:9]=[CH:8][CH:7]=1. Product: [O:17]=[C:13]1[N:12]([C:6]2[CH:11]=[CH:10][C:9]([S:2]([Cl:1])(=[O:5])=[O:3])=[CH:8][CH:7]=2)[CH2:16][CH2:15][O:14]1. The catalyst class is: 53. (3) Reactant: [N+:1]([C:4]1[CH:12]=[C:11]([N+:13]([O-])=O)[CH:10]=[C:6]([C:7]([OH:9])=[O:8])[C:5]=1[OH:16])([O-])=O. Product: [NH2:1][C:4]1[CH:12]=[C:11]([NH2:13])[CH:10]=[C:6]([C:7]([OH:9])=[O:8])[C:5]=1[OH:16]. The catalyst class is: 5. (4) Reactant: [OH:1][CH2:2][C@H:3]1[NH:8][CH2:7][CH2:6][N:5]([C:9]([O:11][C:12]([CH3:15])([CH3:14])[CH3:13])=[O:10])[CH2:4]1.[CH:16](=O)[C:17]1[CH:22]=[CH:21][CH:20]=[CH:19][CH:18]=1.C(O[BH-](OC(=O)C)OC(=O)C)(=O)C.[Na+].C(=O)(O)[O-].[Na+]. Product: [CH2:16]([N:8]1[CH2:7][CH2:6][N:5]([C:9]([O:11][C:12]([CH3:15])([CH3:14])[CH3:13])=[O:10])[CH2:4][C@H:3]1[CH2:2][OH:1])[C:17]1[CH:22]=[CH:21][CH:20]=[CH:19][CH:18]=1. The catalyst class is: 478. (5) Reactant: [CH3:1][O:2][C:3]1[CH:4]=[C:5]([CH:23]=[CH:24][CH:25]=1)[CH2:6][C:7]1[C:16]2[C:11](=[CH:12][C:13]([O:19][CH3:20])=[C:14]([O:17][CH3:18])[CH:15]=2)[C:10]([CH2:21]O)=[CH:9][N:8]=1.C(N(CC)CC)C.CS([Cl:37])(=O)=O. Product: [CH3:1][O:2][C:3]1[CH:4]=[C:5]([CH:23]=[CH:24][CH:25]=1)[CH2:6][C:7]1[C:16]2[C:11](=[CH:12][C:13]([O:19][CH3:20])=[C:14]([O:17][CH3:18])[CH:15]=2)[C:10]([CH2:21][Cl:37])=[CH:9][N:8]=1. The catalyst class is: 2. (6) Reactant: [CH2:1]([O:8][C:9]1[CH:19]=[CH:18][C:12]([O:13][CH2:14][C@H:15]2[O:17][CH2:16]2)=[CH:11][C:10]=1[NH:20][S:21]([CH3:24])(=[O:23])=[O:22])[C:2]1[CH:7]=[CH:6][CH:5]=[CH:4][CH:3]=1.[CH2:25]([NH:32][CH:33]([CH3:50])[CH2:34][CH:35]([C:43]1[CH:48]=[CH:47][C:46]([OH:49])=[CH:45][CH:44]=1)[C:36]1[CH:41]=[CH:40][C:39]([OH:42])=[CH:38][CH:37]=1)[C:26]1[CH:31]=[CH:30][CH:29]=[CH:28][CH:27]=1.C(=O)(O)[O-].[Na+]. Product: [CH2:25]([N:32]([CH:33]([CH3:50])[CH2:34][CH:35]([C:36]1[CH:37]=[CH:38][C:39]([OH:42])=[CH:40][CH:41]=1)[C:43]1[CH:48]=[CH:47][C:46]([OH:49])=[CH:45][CH:44]=1)[CH2:16][C@H:15]([OH:17])[CH2:14][O:13][C:12]1[CH:18]=[CH:19][C:9]([O:8][CH2:1][C:2]2[CH:7]=[CH:6][CH:5]=[CH:4][CH:3]=2)=[C:10]([NH:20][S:21]([CH3:24])(=[O:23])=[O:22])[CH:11]=1)[C:26]1[CH:27]=[CH:28][CH:29]=[CH:30][CH:31]=1. The catalyst class is: 5. (7) Reactant: [NH2:1][C:2]1[NH:3][C:4](=[O:34])[C:5]2[S:10][C:9](=[O:11])[N:8]([C@@H:12]3[O:24][C@H:23]([CH2:25][O:26][Si](C(C)(C)C)(C)C)[C@@H:18]([O:19][C:20](=[O:22])[CH3:21])[C@H:13]3[O:14][C:15](=[O:17])[CH3:16])[C:6]=2[N:7]=1.[F-].C([N+](CCCC)(CCCC)CCCC)CCC. Product: [NH2:1][C:2]1[NH:3][C:4](=[O:34])[C:5]2[S:10][C:9](=[O:11])[N:8]([C@@H:12]3[O:24][C@H:23]([CH2:25][OH:26])[C@@H:18]([O:19][C:20](=[O:22])[CH3:21])[C@H:13]3[O:14][C:15](=[O:17])[CH3:16])[C:6]=2[N:7]=1. The catalyst class is: 1. (8) Reactant: C[Si]([N-][Si](C)(C)C)(C)C.[Li+].[C:11]([O:14][CH2:15][CH3:16])(=[O:13])[CH3:12].[O:17]=[C:18]1[CH2:23][CH2:22][N:21]([C:24]([O:26][C:27]([CH3:30])([CH3:29])[CH3:28])=[O:25])[CH2:20][CH2:19]1. Product: [CH2:15]([O:14][C:11](=[O:13])[CH2:12][C:18]1([OH:17])[CH2:19][CH2:20][N:21]([C:24]([O:26][C:27]([CH3:29])([CH3:28])[CH3:30])=[O:25])[CH2:22][CH2:23]1)[CH3:16]. The catalyst class is: 1. (9) Reactant: [CH:1]1([S:11][C:12]2[CH:13]=[C:14]([N:18]3[C:27](=[O:28])[C:26]4[C:21](=[CH:22][CH:23]=[CH:24][CH:25]=4)[NH:20][C:19]3=[O:29])[CH:15]=[CH:16][CH:17]=2)[C:10]2[C:5](=[CH:6][CH:7]=[CH:8][CH:9]=2)[CH2:4][CH2:3][CH2:2]1.ClC1C=CC=C(C(OO)=[O:38])C=1.[OH2:41]. The catalyst class is: 3. Product: [CH:1]1([S:11]([C:12]2[CH:13]=[C:14]([N:18]3[C:27](=[O:28])[C:26]4[C:21](=[CH:22][CH:23]=[CH:24][CH:25]=4)[NH:20][C:19]3=[O:29])[CH:15]=[CH:16][CH:17]=2)(=[O:38])=[O:41])[C:10]2[C:5](=[CH:6][CH:7]=[CH:8][CH:9]=2)[CH2:4][CH2:3][CH2:2]1. (10) Reactant: [CH2:1]([O:3][C@@H:4]1[C@@H:9]([O:10][CH3:11])[C@H:8]([CH3:12])[O:7][CH:6]([OH:13])[C@@H:5]1[O:14][CH3:15])[CH3:2].[Br:16][C:17]1[CH:22]=[CH:21][C:20]([N:23]=[C:24]=[O:25])=[CH:19][CH:18]=1.C([O-])([O-])=O.[Cs+].[Cs+]. Product: [Br:16][C:17]1[CH:22]=[CH:21][C:20]([NH:23][C:24](=[O:25])[O:13][C@H:6]2[C@H:5]([O:14][CH3:15])[C@H:4]([O:3][CH2:1][CH3:2])[C@@H:9]([O:10][CH3:11])[C@H:8]([CH3:12])[O:7]2)=[CH:19][CH:18]=1. The catalyst class is: 23.